Task: Regression. Given two drug SMILES strings and cell line genomic features, predict the synergy score measuring deviation from expected non-interaction effect.. Dataset: NCI-60 drug combinations with 297,098 pairs across 59 cell lines (1) Cell line: OVCAR3. Drug 1: CNC(=O)C1=CC=CC=C1SC2=CC3=C(C=C2)C(=NN3)C=CC4=CC=CC=N4. Synergy scores: CSS=36.8, Synergy_ZIP=-4.74, Synergy_Bliss=3.33, Synergy_Loewe=-1.34, Synergy_HSA=0.825. Drug 2: COC1=C(C=C2C(=C1)N=CN=C2NC3=CC(=C(C=C3)F)Cl)OCCCN4CCOCC4. (2) Drug 1: C1C(C(OC1N2C=NC3=C(N=C(N=C32)Cl)N)CO)O. Drug 2: C(=O)(N)NO. Cell line: LOX IMVI. Synergy scores: CSS=25.2, Synergy_ZIP=-5.78, Synergy_Bliss=2.29, Synergy_Loewe=-14.2, Synergy_HSA=-1.67. (3) Drug 1: C1=CC(=CC=C1CC(C(=O)O)N)N(CCCl)CCCl.Cl. Drug 2: CCC1(CC2CC(C3=C(CCN(C2)C1)C4=CC=CC=C4N3)(C5=C(C=C6C(=C5)C78CCN9C7C(C=CC9)(C(C(C8N6C=O)(C(=O)OC)O)OC(=O)C)CC)OC)C(=O)OC)O.OS(=O)(=O)O. Cell line: NCI/ADR-RES. Synergy scores: CSS=11.4, Synergy_ZIP=1.35, Synergy_Bliss=6.63, Synergy_Loewe=4.72, Synergy_HSA=3.92. (4) Drug 1: CNC(=O)C1=NC=CC(=C1)OC2=CC=C(C=C2)NC(=O)NC3=CC(=C(C=C3)Cl)C(F)(F)F. Drug 2: C(CCl)NC(=O)N(CCCl)N=O. Cell line: ACHN. Synergy scores: CSS=1.01, Synergy_ZIP=2.82, Synergy_Bliss=5.08, Synergy_Loewe=-1.11, Synergy_HSA=-1.22.